This data is from Full USPTO retrosynthesis dataset with 1.9M reactions from patents (1976-2016). The task is: Predict the reactants needed to synthesize the given product. (1) Given the product [Br:37][C:4]1[CH:5]=[C:6]2[C:11](=[CH:12][C:3]=1[CH:2]([F:1])[F:36])[N:10]([C:13]1[C:17]3[CH2:18][N:19]([C:22]([O:24][C:25]([CH3:28])([CH3:27])[CH3:26])=[O:23])[CH2:20][CH2:21][C:16]=3[N:15]([CH:29]3[CH2:30][CH2:31][O:32][CH2:33][CH2:34]3)[N:14]=1)[CH2:9][CH2:8][CH:7]2[CH3:35], predict the reactants needed to synthesize it. The reactants are: [F:1][CH:2]([F:36])[C:3]1[CH:12]=[C:11]2[C:6]([CH:7]([CH3:35])[CH2:8][CH2:9][N:10]2[C:13]2[C:17]3[CH2:18][N:19]([C:22]([O:24][C:25]([CH3:28])([CH3:27])[CH3:26])=[O:23])[CH2:20][CH2:21][C:16]=3[N:15]([CH:29]3[CH2:34][CH2:33][O:32][CH2:31][CH2:30]3)[N:14]=2)=[CH:5][CH:4]=1.[Br:37]N1C(=O)CCC1=O.O. (2) Given the product [Cl:1][C:2]1[CH:3]=[C:4]([C:8]2[C:17]3[C:12](=[CH:13][CH:14]=[C:15]([C:18]([C:20]4[CH:24]=[CH:23][O:22][CH:21]=4)=[O:19])[CH:16]=3)[N:11]([CH3:29])[C:10](=[O:25])[CH:9]=2)[CH:5]=[CH:6][CH:7]=1, predict the reactants needed to synthesize it. The reactants are: [Cl:1][C:2]1[CH:3]=[C:4]([C:8]2[C:17]3[C:12](=[CH:13][CH:14]=[C:15]([C:18]([C:20]4[CH:24]=[CH:23][O:22][CH:21]=4)=[O:19])[CH:16]=3)[NH:11][C:10](=[O:25])[CH:9]=2)[CH:5]=[CH:6][CH:7]=1.[H-].[Na+].I[CH3:29].O. (3) Given the product [CH2:6]([O:5][C:3](=[O:4])[CH2:2][CH:13]([C:12]1[CH:22]=[CH:23][C:9]([F:8])=[CH:10][CH:11]=1)[C:14]1[CH:15]=[CH:16][C:17]([F:20])=[CH:18][CH:19]=1)[CH3:7], predict the reactants needed to synthesize it. The reactants are: Br[CH2:2][C:3]([O:5][CH2:6][CH3:7])=[O:4].[F:8][C:9]1[CH:23]=[CH:22][C:12]([CH:13](Cl)[C:14]2[CH:19]=[CH:18][C:17]([F:20])=[CH:16][CH:15]=2)=[CH:11][CH:10]=1. (4) Given the product [C:21]([N:25]([CH2:26][CH2:27][C:28](=[O:29])[NH2:30])[C:12]([C:10]1[CH:9]=[CH:8][C:7]([N:15]2[CH2:18][C:17]([F:20])([F:19])[CH2:16]2)=[C:6]([O:5][CH2:4][CH:1]2[CH2:2][CH2:3]2)[N:11]=1)=[O:14])([CH3:24])([CH3:23])[CH3:22], predict the reactants needed to synthesize it. The reactants are: [CH:1]1([CH2:4][O:5][C:6]2[N:11]=[C:10]([C:12]([OH:14])=O)[CH:9]=[CH:8][C:7]=2[N:15]2[CH2:18][C:17]([F:20])([F:19])[CH2:16]2)[CH2:3][CH2:2]1.[C:21]([NH:25][CH2:26][CH2:27][C:28]([NH2:30])=[O:29])([CH3:24])([CH3:23])[CH3:22].CN(C(ON1N=NC2C=CC=CC1=2)=[N+](C)C)C.[B-](F)(F)(F)F.CCN(C(C)C)C(C)C. (5) Given the product [NH2:32][C:9]1[C:8]2[N:18]=[C:5]([CH2:4][O:3][CH2:1][CH3:2])[N:6]([CH2:19][CH2:20][O:21][CH2:22][CH2:23][NH:24][C:25](=[O:31])[O:26][C:27]([CH3:30])([CH3:29])[CH3:28])[C:7]=2[C:16]2[CH:15]=[CH:14][CH:13]=[CH:12][C:11]=2[N:10]=1, predict the reactants needed to synthesize it. The reactants are: [CH2:1]([O:3][CH2:4][C:5]1[N:6]([CH2:19][CH2:20][O:21][CH2:22][CH2:23][NH:24][C:25](=[O:31])[O:26][C:27]([CH3:30])([CH3:29])[CH3:28])[C:7]2[C:16]3[CH:15]=[CH:14][CH:13]=[CH:12][C:11]=3[N+:10]([O-])=[CH:9][C:8]=2[N:18]=1)[CH3:2].[NH4+:32].[OH-].C1(C)C=CC(S(Cl)(=O)=O)=CC=1.O. (6) Given the product [O:13]1[C:17]2[CH:18]=[CH:19][CH:20]=[CH:21][C:16]=2[CH:15]=[C:14]1[S:22]([NH:1][C:2]1[CH:11]=[CH:10][C:5]([C:6]([O:8][CH3:9])=[O:7])=[C:4]([OH:12])[CH:3]=1)(=[O:24])=[O:23], predict the reactants needed to synthesize it. The reactants are: [NH2:1][C:2]1[CH:3]=[C:4]([OH:12])[C:5](=[CH:10][CH:11]=1)[C:6]([O:8][CH3:9])=[O:7].[O:13]1[C:17]2[CH:18]=[CH:19][CH:20]=[CH:21][C:16]=2[CH:15]=[C:14]1[S:22](Cl)(=[O:24])=[O:23]. (7) Given the product [Cl:1][C:2]1[CH:7]=[C:6]([NH2:8])[CH:5]=[N:4][C:3]=1[O:11][C:12]1[N:13]=[CH:14][C:15]2[C:20]([CH:21]=1)=[CH:19][CH:18]=[CH:17][CH:16]=2, predict the reactants needed to synthesize it. The reactants are: [Cl:1][C:2]1[C:3]([O:11][C:12]2[N:13]=[CH:14][C:15]3[C:20]([CH:21]=2)=[CH:19][CH:18]=[CH:17][CH:16]=3)=[N:4][CH:5]=[C:6]([N+:8]([O-])=O)[CH:7]=1. (8) The reactants are: [Cl:1][C:2]1[N:3]=[CH:4][N:5]([C:7]2[CH:12]=[CH:11][C:10]([NH:13][C:14]3[N:15]=[C:16]([N:32]4[CH2:36][CH2:35][C:34]([F:38])([F:37])[CH2:33]4)[C:17]4[CH2:22][CH2:21][CH:20]([C:23]5[CH:28]=[C:27]([F:29])[C:26]([F:30])=[C:25]([F:31])[CH:24]=5)[C:18]=4[N:19]=3)=[CH:9][C:8]=2[O:39][CH3:40])[CH:6]=1. Given the product [Cl:1][C:2]1[N:3]=[CH:4][N:5]([C:7]2[CH:12]=[CH:11][C:10]([NH:13][C:14]3[N:15]=[C:16]([N:32]4[CH2:36][CH2:35][C:34]([F:37])([F:38])[CH2:33]4)[C:17]4[CH2:22][CH2:21][C@H:20]([C:23]5[CH:28]=[C:27]([F:29])[C:26]([F:30])=[C:25]([F:31])[CH:24]=5)[C:18]=4[N:19]=3)=[CH:9][C:8]=2[O:39][CH3:40])[CH:6]=1, predict the reactants needed to synthesize it. (9) Given the product [CH2:29]([N:3]([CH2:1][CH3:2])[CH2:4][CH2:5][CH2:6][C:7]1[CH:8]=[CH:9][C:10]([NH:13][C:14]2[N:15]=[CH:16][C:17]([C:20]3[CH:21]=[CH:22][C:23]([O:26][CH3:27])=[CH:24][CH:25]=3)=[CH:18][N:19]=2)=[CH:11][CH:12]=1)[CH3:30], predict the reactants needed to synthesize it. The reactants are: [CH2:1]([N:3]([CH2:29][CH3:30])[C:4](=O)[CH2:5][CH2:6][C:7]1[CH:12]=[CH:11][C:10]([NH:13][C:14]2[N:19]=[CH:18][C:17]([C:20]3[CH:25]=[CH:24][C:23]([O:26][CH3:27])=[CH:22][CH:21]=3)=[CH:16][N:15]=2)=[CH:9][CH:8]=1)[CH3:2].[Li].C1COCC1. (10) Given the product [CH2:16]([N:15]1[CH:14]=[C:13]([C:18]2[NH:20][CH:24]=[N:22][N:30]=2)[CH:12]=[C:11]1[C:9]1[CH:8]=[CH:7][N:6]=[C:5]([NH:4][C:1](=[O:3])[CH3:2])[CH:10]=1)[CH3:17], predict the reactants needed to synthesize it. The reactants are: [C:1]([NH:4][C:5]1[CH:10]=[C:9]([C:11]2[N:15]([CH2:16][CH3:17])[CH:14]=[C:13]([C:18]([NH2:20])=O)[CH:12]=2)[CH:8]=[CH:7][N:6]=1)(=[O:3])[CH3:2].C[N:22]([CH:24](OC)OC)C.O.[NH2:30]N.C(=O)(O)[O-].[Na+].